This data is from Full USPTO retrosynthesis dataset with 1.9M reactions from patents (1976-2016). The task is: Predict the reactants needed to synthesize the given product. (1) Given the product [CH:48]1([N:30]([CH2:31][C:32]2[CH:37]=[C:36]([CH2:38][CH2:39][CH2:40][O:41][CH3:42])[CH:35]=[C:34]([O:43][CH2:44][CH2:45][O:46][CH3:47])[CH:33]=2)[C:28]([C@@H:16]2[C@@:15]([OH:51])([C:13]3[CH:12]=[CH:11][NH:10][C:9](=[O:8])[CH:14]=3)[CH2:20][CH2:19][N:18]([C:21]([O:23][C:24]([CH3:26])([CH3:27])[CH3:25])=[O:22])[CH2:17]2)=[O:29])[CH2:50][CH2:49]1, predict the reactants needed to synthesize it. The reactants are: C([O:8][C:9]1[CH:14]=[C:13]([C@@:15]2([O:51]C)[CH2:20][CH2:19][N:18]([C:21]([O:23][C:24]([CH3:27])([CH3:26])[CH3:25])=[O:22])[CH2:17][C@@H:16]2[C:28]([N:30]([CH:48]2[CH2:50][CH2:49]2)[CH2:31][C:32]2[CH:37]=[C:36]([CH2:38][CH2:39][CH2:40][O:41][CH3:42])[CH:35]=[C:34]([O:43][CH2:44][CH2:45][O:46][CH3:47])[CH:33]=2)=[O:29])[CH:12]=[CH:11][N:10]=1)C1C=CC=CC=1.C(O)(=O)C. (2) Given the product [C:21]([S:24]([N:26]=[C:8]([C:5]1[CH:6]=[CH:7][C:2]([F:1])=[CH:3][CH:4]=1)[C@@H:9]([NH:11][C:12](=[O:18])[O:13][C:14]([CH3:17])([CH3:16])[CH3:15])[CH3:10])=[O:25])([CH3:23])([CH3:22])[CH3:20], predict the reactants needed to synthesize it. The reactants are: [F:1][C:2]1[CH:7]=[CH:6][C:5]([C:8](=O)[C@@H:9]([NH:11][C:12](=[O:18])[O:13][C:14]([CH3:17])([CH3:16])[CH3:15])[CH3:10])=[CH:4][CH:3]=1.[CH3:20][C:21]([S:24]([NH2:26])=[O:25])([CH3:23])[CH3:22]. (3) Given the product [CH3:9][CH:2]([CH3:1])[CH2:3][C:4](=[O:8])[C:5]([N:10]1[CH2:14][CH2:13][CH2:12][CH2:11]1)=[O:7], predict the reactants needed to synthesize it. The reactants are: [CH3:1][CH:2]([CH3:9])[CH2:3][C:4](=[O:8])[C:5]([OH:7])=O.[NH:10]1[CH2:14][CH2:13][CH2:12][CH2:11]1. (4) Given the product [Br:33][C:22]1[O:21][C:20]([C:16]2[N:11]3[N:12]=[C:13]([CH3:15])[CH:14]=[C:9]([CH:6]([CH2:7][CH3:8])[CH2:4][CH3:5])[C:10]3=[N:18][C:17]=2[CH3:19])=[C:24]([CH3:25])[CH:23]=1, predict the reactants needed to synthesize it. The reactants are: C(Cl)Cl.[CH2:4]([CH:6]([C:9]1[C:10]2[N:11]([C:16]([C:20]3[O:21][CH:22]=[CH:23][C:24]=3[CH3:25])=[C:17]([CH3:19])[N:18]=2)[N:12]=[C:13]([CH3:15])[CH:14]=1)[CH2:7][CH3:8])[CH3:5].C1C(=O)N([Br:33])C(=O)C1. (5) Given the product [CH:8]([C:7]1[CH:10]=[CH:11][C:4]([C:1]([NH:13][C:14]2[N:15]=[N:16][NH:17][N:18]=2)=[O:2])=[CH:5][CH:6]=1)=[O:9], predict the reactants needed to synthesize it. The reactants are: [C:1]([C:4]1[CH:11]=[CH:10][C:7]([CH:8]=[O:9])=[CH:6][CH:5]=1)(O)=[O:2].O.[NH2:13][C:14]1[NH:18][N:17]=[N:16][N:15]=1.O. (6) Given the product [CH3:16][N:12]1[CH2:13][CH2:14][CH2:15][C@@H:10]([O:9][C:6]2[C:7]([NH2:8])=[CH:2][N:3]=[CH:4][N:5]=2)[CH2:11]1, predict the reactants needed to synthesize it. The reactants are: Cl[C:2]1[C:7]([NH2:8])=[C:6]([O:9][C@@H:10]2[CH2:15][CH2:14][CH2:13][N:12]([CH3:16])[CH2:11]2)[N:5]=[CH:4][N:3]=1. (7) Given the product [CH3:1][C:2]1[CH:10]=[CH:9][C:5]([C:6]([NH2:8])=[O:7])=[CH:4][C:3]=1[C:11]1[CH:12]=[C:13]2[C:18](=[CH:19][CH:20]=1)[C:17]([N:21]1[CH2:26][CH2:25][S:24](=[O:27])[CH2:23][CH2:22]1)=[N:16][N:15]=[CH:14]2, predict the reactants needed to synthesize it. The reactants are: [CH3:1][C:2]1[CH:10]=[CH:9][C:5]([C:6]([NH2:8])=[O:7])=[CH:4][C:3]=1[C:11]1[CH:12]=[C:13]2[C:18](=[CH:19][CH:20]=1)[C:17]([N:21]1[CH2:26][CH2:25][S:24][CH2:23][CH2:22]1)=[N:16][N:15]=[CH:14]2.[OH:27]OS([O-])=O.[K+]. (8) Given the product [CH2:1]([O:3][CH:4]([O:25][CH2:26][CH3:27])[C:5]1[CH:24]=[CH:23][C:8]([CH2:9][N:10]([CH2:11][CH2:12][CH2:13][CH2:14][NH:15][C:16](=[O:22])[O:17][C:18]([CH3:20])([CH3:19])[CH3:21])[C:48]([NH:47][C@H:45]([C:35]2[C:44]3[C:39](=[CH:40][CH:41]=[CH:42][CH:43]=3)[CH:38]=[CH:37][CH:36]=2)[CH3:46])=[O:49])=[CH:7][CH:6]=1)[CH3:2], predict the reactants needed to synthesize it. The reactants are: [CH2:1]([O:3][CH:4]([O:25][CH2:26][CH3:27])[C:5]1[CH:24]=[CH:23][C:8]([CH2:9][NH:10][CH2:11][CH2:12][CH2:13][CH2:14][NH:15][C:16](=[O:22])[O:17][C:18]([CH3:21])([CH3:20])[CH3:19])=[CH:7][CH:6]=1)[CH3:2].C(N(CC)CC)C.[C:35]1([C@@H:45]([N:47]=[C:48]=[O:49])[CH3:46])[C:44]2[C:39](=[CH:40][CH:41]=[CH:42][CH:43]=2)[CH:38]=[CH:37][CH:36]=1. (9) Given the product [NH:33]1[C:34]2[C:30](=[C:29]([C:2]3[N:3]=[C:4]([N:15]4[CH2:20][CH2:19][O:18][CH2:17][CH2:16]4)[C:5]4[S:10][C:9]([NH:11][CH2:12][CH2:13][OH:14])=[CH:8][C:6]=4[N:7]=3)[CH:37]=[CH:36][CH:35]=2)[CH:31]=[N:32]1, predict the reactants needed to synthesize it. The reactants are: Cl[C:2]1[N:3]=[C:4]([N:15]2[CH2:20][CH2:19][O:18][CH2:17][CH2:16]2)[C:5]2[S:10][C:9]([NH:11][CH2:12][CH2:13][OH:14])=[CH:8][C:6]=2[N:7]=1.CC1(C)C(C)(C)OB([C:29]2[CH:37]=[CH:36][CH:35]=[C:34]3[C:30]=2[CH:31]=[N:32][NH:33]3)O1.